Regression/Classification. Given a drug SMILES string, predict its absorption, distribution, metabolism, or excretion properties. Task type varies by dataset: regression for continuous measurements (e.g., permeability, clearance, half-life) or binary classification for categorical outcomes (e.g., BBB penetration, CYP inhibition). Dataset: cyp2c9_veith. From a dataset of CYP2C9 inhibition data for predicting drug metabolism from PubChem BioAssay. (1) The molecule is CCCOc1ccc(/C=C/C(=O)Nc2ccc([N+](=O)[O-])cc2C)cc1OC. The result is 0 (non-inhibitor). (2) The compound is CN(C)c1ccc(O)c2c1C[C@H]1C[C@H]3[C@@H](N(C)C)C(=O)C(C(N)=O)=C(O)[C@]3(O)C(=O)C1=C2O. The result is 0 (non-inhibitor). (3) The compound is CCN(CC)C(=O)N1CCN(C)CC1.O=C(O)CC(O)(CC(=O)O)C(=O)O. The result is 0 (non-inhibitor).